From a dataset of Full USPTO retrosynthesis dataset with 1.9M reactions from patents (1976-2016). Predict the reactants needed to synthesize the given product. (1) Given the product [N:27]1[C:24]2[CH2:25][CH2:26][N:21]([C:14]3[C:15]4[O:20][CH:19]=[CH:18][C:16]=4[N:17]=[C:12]([NH:11][C:7]4[CH:6]=[C:5]5[C:10]([C:2]([CH3:1])=[N:3][NH:4]5)=[CH:9][CH:8]=4)[N:13]=3)[CH2:22][C:23]=2[NH:29][CH:28]=1, predict the reactants needed to synthesize it. The reactants are: [CH3:1][C:2]1[C:10]2[C:5](=[CH:6][C:7]([NH:11][C:12]3[N:13]=[C:14]([N:21]4[CH2:26][CH2:25][C:24]5[N:27]=[CH:28][N:29](S(C6C=CC(C)=CC=6)(=O)=O)[C:23]=5[CH2:22]4)[C:15]4[O:20][CH:19]=[CH:18][C:16]=4[N:17]=3)=[CH:8][CH:9]=2)[N:4](C(OC(C)(C)C)=O)[N:3]=1.ClC1N=C(Cl)C2OC=CC=2N=1.[OH-].[Na+].[NH4+].[Cl-]. (2) Given the product [Cl:12][C:9]1[N:10]=[C:11]2[C:6](=[CH:7][CH:8]=1)[N:5]=[CH:4][C:3]([C:13](=[O:15])[CH3:14])=[C:2]2[NH:27][C:24]1[CH:23]=[N:22][C:21]([NH:20][CH2:19][CH2:18][N:17]([CH3:28])[CH3:16])=[CH:26][CH:25]=1, predict the reactants needed to synthesize it. The reactants are: Cl[C:2]1[C:11]2[C:6](=[CH:7][CH:8]=[C:9]([Cl:12])[N:10]=2)[N:5]=[CH:4][C:3]=1[C:13](=[O:15])[CH3:14].[CH3:16][N:17]([CH3:28])[CH2:18][CH2:19][NH:20][C:21]1[CH:26]=[CH:25][C:24]([NH2:27])=[CH:23][N:22]=1. (3) Given the product [C:18]([O:17][C:15]([NH:14][CH2:13][CH2:12][CH2:11][O:10][C:6]1[CH:5]=[C:4]([CH:9]=[CH:8][CH:7]=1)[C:3]([OH:22])=[O:2])=[O:16])([CH3:21])([CH3:19])[CH3:20], predict the reactants needed to synthesize it. The reactants are: C[O:2][C:3](=[O:22])[C:4]1[CH:9]=[CH:8][CH:7]=[C:6]([O:10][CH2:11][CH2:12][CH2:13][NH:14][C:15]([O:17][C:18]([CH3:21])([CH3:20])[CH3:19])=[O:16])[CH:5]=1.[Li+].[OH-].